The task is: Predict which catalyst facilitates the given reaction.. This data is from Catalyst prediction with 721,799 reactions and 888 catalyst types from USPTO. (1) Reactant: [BH4-].[Li+].C(O[CH2:7][C:8]1[CH:13]=[CH:12][C:11]([O:14][CH2:15][O:16][CH2:17][CH2:18][O:19][CH3:20])=[CH:10][CH:9]=1)(=O)C.[Cl-].[NH4+].[C:23](O)(=[O:25])C. Product: [CH3:20][O:19][CH2:18][CH2:17][O:16][CH2:15][O:14][C:11]1[CH:10]=[CH:9][C:8]([CH2:7][CH2:23][OH:25])=[CH:13][CH:12]=1. The catalyst class is: 7. (2) Reactant: [CH3:1][S:2]([CH2:5][C:6]#[N:7])(=[O:4])=[O:3].C(=O)([O-])[O-].[K+].[K+].[Cl:14][C:15]1[CH:20]=[CH:19][C:18]([N:21]=[C:22]=[S:23])=[CH:17][CH:16]=1.[CH3:24]I. Product: [Cl:14][C:15]1[CH:20]=[CH:19][C:18]([NH:21][C:22]([S:23][CH3:24])=[C:5]([S:2]([CH3:1])(=[O:4])=[O:3])[C:6]#[N:7])=[CH:17][CH:16]=1. The catalyst class is: 21. (3) Reactant: Cl.Cl.[NH:3]1[CH2:8][CH2:7][CH:6]([NH:9][C:10]2[CH:11]=[C:12]([NH:16][C:17](=[O:19])[CH3:18])[CH:13]=[CH:14][CH:15]=2)[CH2:5][CH2:4]1.C(O)(=O)C.C(N(CC)CC)C.[CH2:31]([O:33][C:34]1[CH:35]=[C:36]([CH:39]=[C:40]([O:43][CH2:44][CH3:45])[C:41]=1[F:42])[CH:37]=O)[CH3:32].C([BH3-])#N.[Na+]. Product: [CH2:31]([O:33][C:34]1[CH:35]=[C:36]([CH:39]=[C:40]([O:43][CH2:44][CH3:45])[C:41]=1[F:42])[CH2:37][N:3]1[CH2:4][CH2:5][CH:6]([NH:9][C:10]2[CH:11]=[C:12]([NH:16][C:17](=[O:19])[CH3:18])[CH:13]=[CH:14][CH:15]=2)[CH2:7][CH2:8]1)[CH3:32]. The catalyst class is: 8.